From a dataset of Catalyst prediction with 721,799 reactions and 888 catalyst types from USPTO. Predict which catalyst facilitates the given reaction. (1) Reactant: [CH:1]([C@@H:3]1[CH2:8][CH2:7][C@H:6]([CH3:9])[CH2:5][N:4]1[C:10]([O:12][C:13]([CH3:16])([CH3:15])[CH3:14])=[O:11])=O.[F:17][C:18]1[CH:19]=[C:20]([CH3:25])[C:21]([NH2:24])=[N:22][CH:23]=1.CC(O)=O.C(O[BH-](OC(=O)C)OC(=O)C)(=O)C.[Na+].C([O-])(O)=O.[Na+]. Product: [F:17][C:18]1[CH:19]=[C:20]([CH3:25])[C:21]([NH:24][CH2:1][C@@H:3]2[CH2:8][CH2:7][C@H:6]([CH3:9])[CH2:5][N:4]2[C:10]([O:12][C:13]([CH3:16])([CH3:15])[CH3:14])=[O:11])=[N:22][CH:23]=1. The catalyst class is: 279. (2) Reactant: [CH:1]([Mg]Br)([CH3:3])[CH3:2].C(OCC)C.[CH:11]([C:13]1[CH:14]=[C:15]([CH:18]=[CH:19][CH:20]=1)[C:16]#[N:17])=[O:12]. Product: [OH:12][CH:11]([C:13]1[CH:14]=[C:15]([CH:18]=[CH:19][CH:20]=1)[C:16]#[N:17])[CH:1]([CH3:3])[CH3:2]. The catalyst class is: 7. (3) Reactant: C(OC([N:8]1[CH2:12][C:11]([F:14])([F:13])[CH2:10][C@H:9]1[C:15]([OH:17])=[O:16])=O)(C)(C)C.O1CCOCC1.Cl. Product: [F:13][C:11]1([F:14])[CH2:12][NH:8][C@H:9]([C:15]([OH:17])=[O:16])[CH2:10]1. The catalyst class is: 5. (4) Reactant: [NH2:1][C:2]1[CH:7]=[CH:6][C:5]([OH:8])=[C:4]([Cl:9])[CH:3]=1.[N:10]([O-])=O.[Na+].[Sn](Cl)Cl. Product: [ClH:9].[Cl:9][C:4]1[CH:3]=[C:2]([NH:1][NH2:10])[CH:7]=[CH:6][C:5]=1[OH:8]. The catalyst class is: 223.